Dataset: Full USPTO retrosynthesis dataset with 1.9M reactions from patents (1976-2016). Task: Predict the reactants needed to synthesize the given product. (1) The reactants are: [CH2:1]([N:8]1[CH2:13][CH2:12][C:11](=O)[CH:10]([CH3:15])[CH2:9]1)[C:2]1[CH:7]=[CH:6][CH:5]=[CH:4][CH:3]=1.N1C=CC=CC=1.Cl.[NH2:23][OH:24]. Given the product [CH2:1]([N:8]1[CH2:13][CH2:12][C:11](=[N:23][OH:24])[CH:10]([CH3:15])[CH2:9]1)[C:2]1[CH:7]=[CH:6][CH:5]=[CH:4][CH:3]=1, predict the reactants needed to synthesize it. (2) Given the product [F:42][CH2:41][CH2:40][O:39][CH2:38][CH2:37][O:36][CH2:35][CH2:34][O:1][C:2]1[CH:14]=[C:13]2[C:5]([C:6]3[CH:7]=[CH:8][C:9]([NH:15][C:16](=[O:22])[O:17][C:18]([CH3:19])([CH3:21])[CH3:20])=[CH:10][C:11]=3[NH:12]2)=[CH:4][CH:3]=1, predict the reactants needed to synthesize it. The reactants are: [OH:1][C:2]1[CH:14]=[C:13]2[C:5]([C:6]3[CH:7]=[CH:8][C:9]([NH:15][C:16](=[O:22])[O:17][C:18]([CH3:21])([CH3:20])[CH3:19])=[CH:10][C:11]=3[NH:12]2)=[CH:4][CH:3]=1.CC1C=CC(S(O[CH2:34][CH2:35][O:36][CH2:37][CH2:38][O:39][CH2:40][CH2:41][F:42])(=O)=O)=CC=1.C([O-])([O-])=O.[Cs+].[Cs+]. (3) The reactants are: [Br:1][C:2]1[CH:11]=[C:10]2[C:5]([C:6]([NH:13][CH2:14][CH:15]([CH3:17])[CH3:16])=[C:7]([NH2:12])[CH:8]=[N:9]2)=[N:4][CH:3]=1.C(N(CC)CC)C.[CH2:25]([O:27][CH2:28][C:29](Cl)=O)[CH3:26].C(O)C. Given the product [Br:1][C:2]1[CH:3]=[N:4][C:5]2[C:6]3[N:13]([CH2:14][CH:15]([CH3:17])[CH3:16])[C:26]([CH2:25][O:27][CH2:28][CH3:29])=[N:12][C:7]=3[CH:8]=[N:9][C:10]=2[CH:11]=1, predict the reactants needed to synthesize it.